This data is from NCI-60 drug combinations with 297,098 pairs across 59 cell lines. The task is: Regression. Given two drug SMILES strings and cell line genomic features, predict the synergy score measuring deviation from expected non-interaction effect. (1) Drug 1: COC1=C(C=C2C(=C1)N=CN=C2NC3=CC(=C(C=C3)F)Cl)OCCCN4CCOCC4. Drug 2: C1C(C(OC1N2C=NC(=NC2=O)N)CO)O. Cell line: HOP-62. Synergy scores: CSS=10.1, Synergy_ZIP=-4.59, Synergy_Bliss=0.541, Synergy_Loewe=-0.526, Synergy_HSA=0.267. (2) Drug 1: CN1CCC(CC1)COC2=C(C=C3C(=C2)N=CN=C3NC4=C(C=C(C=C4)Br)F)OC. Drug 2: C1=CC(=C2C(=C1NCCNCCO)C(=O)C3=C(C=CC(=C3C2=O)O)O)NCCNCCO. Cell line: RXF 393. Synergy scores: CSS=34.3, Synergy_ZIP=6.89, Synergy_Bliss=7.88, Synergy_Loewe=5.54, Synergy_HSA=10.9. (3) Drug 1: CCC1(CC2CC(C3=C(CCN(C2)C1)C4=CC=CC=C4N3)(C5=C(C=C6C(=C5)C78CCN9C7C(C=CC9)(C(C(C8N6C)(C(=O)OC)O)OC(=O)C)CC)OC)C(=O)OC)O.OS(=O)(=O)O. Drug 2: C1=NC2=C(N1)C(=S)N=CN2. Cell line: KM12. Synergy scores: CSS=33.4, Synergy_ZIP=-9.87, Synergy_Bliss=-1.50, Synergy_Loewe=-1.36, Synergy_HSA=-1.05. (4) Drug 1: CC(C)CN1C=NC2=C1C3=CC=CC=C3N=C2N. Drug 2: COCCOC1=C(C=C2C(=C1)C(=NC=N2)NC3=CC=CC(=C3)C#C)OCCOC.Cl. Cell line: MDA-MB-231. Synergy scores: CSS=0.920, Synergy_ZIP=-1.01, Synergy_Bliss=-1.22, Synergy_Loewe=-1.92, Synergy_HSA=-1.51. (5) Drug 1: C1CN1P(=S)(N2CC2)N3CC3. Drug 2: C1CC(=O)NC(=O)C1N2C(=O)C3=CC=CC=C3C2=O. Cell line: A549. Synergy scores: CSS=17.9, Synergy_ZIP=-10.4, Synergy_Bliss=-1.41, Synergy_Loewe=-16.2, Synergy_HSA=-1.39.